This data is from Forward reaction prediction with 1.9M reactions from USPTO patents (1976-2016). The task is: Predict the product of the given reaction. (1) Given the reactants [NH2:1][C:2]1[CH:11]=[CH:10][CH:9]=[C:8]2[C:3]=1[CH:4]=[C:5]([C:12]([O:14][CH3:15])=[O:13])[N:6]=[CH:7]2.[F:16][C:17]([F:29])([F:28])[C:18]1[CH:27]=[CH:26][C:21]([CH2:22][N:23]=[C:24]=[O:25])=[CH:20][CH:19]=1, predict the reaction product. The product is: [CH3:15][O:14][C:12]([C:5]1[N:6]=[CH:7][C:8]2[C:3]([CH:4]=1)=[C:2]([NH:1][C:24]([NH:23][CH2:22][C:21]1[CH:20]=[CH:19][C:18]([C:17]([F:16])([F:29])[F:28])=[CH:27][CH:26]=1)=[O:25])[CH:11]=[CH:10][CH:9]=2)=[O:13]. (2) Given the reactants Br[C:2]1[CH:11]=[C:10]2[C:5]([CH:6]=[C:7]([NH:39][C:40](=[O:49])[O:41][CH2:42][C:43]3[CH:48]=[CH:47][CH:46]=[CH:45][CH:44]=3)[C:8]([C:12]([NH:14][C:15]3[CH:16]=[N:17][CH:18]=[CH:19][C:20]=3[N:21]3[CH2:26][C@H:25]([C:27]([F:30])([F:29])[F:28])[CH2:24][C@H:23]([NH:31][C:32]([O:34][C:35]([CH3:38])([CH3:37])[CH3:36])=[O:33])[CH2:22]3)=[O:13])=[N:9]2)=[CH:4][CH:3]=1.[O-]P([O-])([O-])=O.[K+].[K+].[K+].O1CCOCC1.CC1(C)C(C)(C)OB([C:72]2[CH2:73][CH2:74][O:75][CH2:76][CH:77]=2)O1, predict the reaction product. The product is: [C:35]([O:34][C:32]([NH:31][C@H:23]1[CH2:24][C@@H:25]([C:27]([F:30])([F:29])[F:28])[CH2:26][N:21]([C:20]2[CH:19]=[CH:18][N:17]=[CH:16][C:15]=2[NH:14][C:12]([C:8]2[C:7]([NH:39][C:40](=[O:49])[O:41][CH2:42][C:43]3[CH:48]=[CH:47][CH:46]=[CH:45][CH:44]=3)=[CH:6][C:5]3[C:10](=[CH:11][C:2]([C:72]4[CH2:77][CH2:76][O:75][CH2:74][CH:73]=4)=[CH:3][CH:4]=3)[N:9]=2)=[O:13])[CH2:22]1)=[O:33])([CH3:38])([CH3:36])[CH3:37]. (3) Given the reactants [CH2:1]([C:3]1[N:8]=[C:7]([NH2:9])[CH:6]=[CH:5][CH:4]=1)[CH3:2].C1C(=O)N([Br:17])C(=O)C1, predict the reaction product. The product is: [Br:17][C:4]1[CH:5]=[CH:6][C:7]([NH2:9])=[N:8][C:3]=1[CH2:1][CH3:2]. (4) Given the reactants [NH2:1][C@H:2]1[C:11]2[C:6](=[CH:7][CH:8]=[CH:9][CH:10]=2)[N:5]([C:12](=[O:14])[CH3:13])[C@@H:4]([CH:15]2[CH2:17][CH2:16]2)[C@@H:3]1[CH3:18].Br[C:20]1[CH:25]=[CH:24][CH:23]=[C:22]([CH3:26])[N:21]=1.CN(C1C(C2C(P(C3CCCCC3)C3CCCCC3)=CC=CC=2)=CC=CC=1)C.CC(C)([O-])C.[Na+], predict the reaction product. The product is: [CH:15]1([C@H:4]2[C@H:3]([CH3:18])[C@@H:2]([NH:1][C:20]3[CH:25]=[CH:24][CH:23]=[C:22]([CH3:26])[N:21]=3)[C:11]3[C:6](=[CH:7][CH:8]=[CH:9][CH:10]=3)[N:5]2[C:12](=[O:14])[CH3:13])[CH2:17][CH2:16]1. (5) Given the reactants [CH3:1][O:2][C:3]1[C:8]([C:9]([OH:11])=O)=[CH:7][C:6]([C:12]([NH2:14])=[O:13])=[CH:5][CH:4]=1.[Cl:15][C:16]1[CH:22]=[CH:21][C:20]([C:23]([F:26])([F:25])[F:24])=[CH:19][C:17]=1[NH2:18], predict the reaction product. The product is: [Cl:15][C:16]1[CH:22]=[CH:21][C:20]([C:23]([F:25])([F:26])[F:24])=[CH:19][C:17]=1[NH:18][C:9](=[O:11])[C:8]1[CH:7]=[C:6]([CH:5]=[CH:4][C:3]=1[O:2][CH3:1])[C:12]([NH2:14])=[O:13]. (6) Given the reactants Cl[C:2]1[C:11]2[C:6](=[CH:7][C:8]([S:12]([N:15]([CH2:21][C:22]3[CH:27]=[CH:26][C:25]([O:28][CH3:29])=[CH:24][CH:23]=3)[C:16]3[S:17][CH:18]=[N:19][N:20]=3)(=[O:14])=[O:13])=[CH:9][CH:10]=2)[C:5](=[O:30])[NH:4][N:3]=1.[Cl:31][C:32]1[CH:37]=[C:36](B(O)O)[C:35]([O:41][CH3:42])=[CH:34][C:33]=1[C:43]1[CH:48]=[CH:47][CH:46]=[C:45]([F:49])[CH:44]=1.C1(P(C2CCCCC2)C2C=CC=CC=2C2C(OC)=CC=CC=2OC)CCCCC1.P([O-])([O-])([O-])=O.[K+].[K+].[K+], predict the reaction product. The product is: [Cl:31][C:32]1[CH:37]=[C:36]([C:2]2[C:11]3[C:6](=[CH:7][C:8]([S:12]([N:15]([CH2:21][C:22]4[CH:23]=[CH:24][C:25]([O:28][CH3:29])=[CH:26][CH:27]=4)[C:16]4[S:17][CH:18]=[N:19][N:20]=4)(=[O:14])=[O:13])=[CH:9][CH:10]=3)[C:5](=[O:30])[NH:4][N:3]=2)[C:35]([O:41][CH3:42])=[CH:34][C:33]=1[C:43]1[CH:48]=[CH:47][CH:46]=[C:45]([F:49])[CH:44]=1. (7) The product is: [Cl:1][C:2]1[CH:3]=[CH:4][C:5]([O:21][CH2:22][CH3:23])=[C:6]([CH:8]2[CH2:13][O:12][CH2:11][CH2:10][NH:9]2)[CH:7]=1. Given the reactants [Cl:1][C:2]1[CH:3]=[CH:4][C:5]([O:21][CH2:22][CH3:23])=[C:6]([C:8]2[N:9](C(OC(C)(C)C)=O)[CH2:10][CH2:11][O:12][CH:13]=2)[CH:7]=1, predict the reaction product. (8) The product is: [CH2:46]([N:50]1[N:54]=[C:53]([CH3:55])[S:52]/[C:51]/1=[CH:56]\[C:4]([C:3]1[CH:7]=[CH:8][C:9]([Cl:11])=[CH:10][C:2]=1[Cl:1])=[O:6])[CH2:47][CH2:48][CH3:49]. Given the reactants [Cl:1][C:2]1[CH:10]=[C:9]([Cl:11])[CH:8]=[CH:7][C:3]=1[C:4]([OH:6])=O.CN(C(ON1N=NC2C=CC=NC1=2)=[N+](C)C)C.F[P-](F)(F)(F)(F)F.CCN(C(C)C)C(C)C.[I-].[CH2:46]([N+:50]1[N:54]=[C:53]([CH3:55])[S:52][C:51]=1[CH3:56])[CH2:47][CH2:48][CH3:49], predict the reaction product. (9) Given the reactants Cl.C([NH:4][CH2:5][C:6]([OH:8])=[O:7])C.[CH:9](N(C(C)C)CC)(C)[CH3:10].[Br:18][C:19]1[CH:24]=[CH:23][CH:22]=[C:21](F)[C:20]=1[N+:26]([O-:28])=[O:27].O, predict the reaction product. The product is: [CH2:9]([O:8][C:6](=[O:7])[CH2:5][NH:4][C:21]1[CH:22]=[CH:23][CH:24]=[C:19]([Br:18])[C:20]=1[N+:26]([O-:28])=[O:27])[CH3:10]. (10) Given the reactants NC1N=[C:6](N2CCC3(CN[C@H](C(OC(C)C)=O)C3)CC2)[CH:5]=[C:4](O[C@H](C2C=CC(C3C=CC(C)=C(C)C=3)=CC=2N2C=CC(C)=N2)C(F)(F)F)N=1.[NH2:50][C:51]1[N:56]=[C:55]([N:57]2[CH2:69][CH2:68][C:60]3([CH2:64][NH:63][C@H:62]([C:65]([OH:67])=[O:66])[CH2:61]3)[CH2:59][CH2:58]2)[CH:54]=[C:53]([O:70][C@H:71]([C:76]2[CH:81]=[CH:80][C:79]([C:82]3[CH:87]=[CH:86][C:85]([O:88][CH:89]([CH3:91])[CH3:90])=[CH:84][CH:83]=3)=[CH:78][C:77]=2[N:92]2[CH:96]=[CH:95][C:94]([CH3:97])=[N:93]2)[C:72]([F:75])([F:74])[F:73])[N:52]=1, predict the reaction product. The product is: [NH2:50][C:51]1[N:56]=[C:55]([N:57]2[CH2:69][CH2:68][C:60]3([CH2:64][NH:63][C@H:62]([C:65]([O:67][CH:5]([CH3:6])[CH3:4])=[O:66])[CH2:61]3)[CH2:59][CH2:58]2)[CH:54]=[C:53]([O:70][C@H:71]([C:76]2[CH:81]=[CH:80][C:79]([C:82]3[CH:87]=[CH:86][C:85]([O:88][CH:89]([CH3:91])[CH3:90])=[CH:84][CH:83]=3)=[CH:78][C:77]=2[N:92]2[CH:96]=[CH:95][C:94]([CH3:97])=[N:93]2)[C:72]([F:73])([F:74])[F:75])[N:52]=1.